Dataset: Reaction yield outcomes from USPTO patents with 853,638 reactions. Task: Predict the reaction yield, written as a fraction of the theoretical maximum amount of product (1.0 means a 100% yield; for example, 0.34 means a 34% yield). (1) The reactants are [CH3:1][C:2]1[C:3]([N:31]2[CH2:35][CH2:34][C@@H:33]([NH:36]C(=O)OC(C)(C)C)[CH2:32]2)=[N:4][C:5]([C:8]2[C:16]3[C:11](=[CH:12][N:13]=[C:14]([C:17]4[CH:18]=[N:19][CH:20]=[CH:21][CH:22]=4)[CH:15]=3)[N:10](COCC[Si](C)(C)C)[N:9]=2)=[CH:6][CH:7]=1.Cl. The catalyst is CO.O1CCOCC1. The product is [CH3:1][C:2]1[C:3]([N:31]2[CH2:35][CH2:34][C@@H:33]([NH2:36])[CH2:32]2)=[N:4][C:5]([C:8]2[C:16]3[C:11](=[CH:12][N:13]=[C:14]([C:17]4[CH:18]=[N:19][CH:20]=[CH:21][CH:22]=4)[CH:15]=3)[NH:10][N:9]=2)=[CH:6][CH:7]=1. The yield is 0.569. (2) The reactants are Br[C:2]1[CH:3]=[C:4]([NH:9][C:10]2[N:15]=[C:14]([CH3:16])[CH:13]=[CH:12][N:11]=2)[CH:5]=[C:6]([CH3:8])[CH:7]=1.[B:17]1([B:17]2[O:21][C:20]([CH3:23])([CH3:22])[C:19]([CH3:25])([CH3:24])[O:18]2)[O:21][C:20]([CH3:23])([CH3:22])[C:19]([CH3:25])([CH3:24])[O:18]1.C([O-])(=O)C.[K+].CS(C)=O. The catalyst is C(OCC)(=O)C. The product is [CH3:16][C:14]1[CH:13]=[CH:12][N:11]=[C:10]([NH:9][C:4]2[CH:3]=[C:2]([B:17]3[O:21][C:20]([CH3:23])([CH3:22])[C:19]([CH3:25])([CH3:24])[O:18]3)[CH:7]=[C:6]([CH3:8])[CH:5]=2)[N:15]=1. The yield is 0.566.